The task is: Predict the reactants needed to synthesize the given product.. This data is from Full USPTO retrosynthesis dataset with 1.9M reactions from patents (1976-2016). (1) Given the product [NH2:23][C@@H:12]1[CH2:11][CH2:10][C@@H:9]([C:3]2[CH:4]=[CH:5][CH:6]=[C:7]([F:8])[C:2]=2[F:1])[CH2:15][N:14]([CH2:16][C:17]2[S:18][CH:19]=[CH:20][N:21]=2)[C:13]1=[O:22], predict the reactants needed to synthesize it. The reactants are: [F:1][C:2]1[C:7]([F:8])=[CH:6][CH:5]=[CH:4][C:3]=1[C@H:9]1[CH2:15][N:14]([CH2:16][C:17]2[S:18][CH:19]=[CH:20][N:21]=2)[C:13](=[O:22])[C@H:12]([N:23](C(OC(C)(C)C)=O)C(OC(C)(C)C)=O)[CH2:11][CH2:10]1.FC(F)(F)C(O)=O. (2) The reactants are: C(OC(=O)N(CC1C=C(F)C([O:21][C:22]2[CH:34]=[CH:33][C:25]3[C:26](=[O:32])[O:27][C:28]([CH3:31])([CH3:30])[O:29][C:24]=3[CH:23]=2)=C(F)C=1)CCC(C)C)(C)(C)C. Given the product [OH:21][C:22]1[CH:34]=[CH:33][C:25]2[C:26](=[O:32])[O:27][C:28]([CH3:30])([CH3:31])[O:29][C:24]=2[CH:23]=1, predict the reactants needed to synthesize it. (3) Given the product [CH3:1][S:2]([C:5]1[N:10]=[CH:9][C:8]([CH:11]2[CH2:16][CH2:15][CH:14]([O:17][CH2:18][CH:19]3[CH2:24][CH2:23][N:22]([C:25]([O:27][C:28]([CH3:31])([CH3:30])[CH3:29])=[O:26])[CH2:21][CH2:20]3)[CH2:13][CH2:12]2)=[CH:7][CH:6]=1)(=[O:3])=[O:4], predict the reactants needed to synthesize it. The reactants are: [CH3:1][S:2]([C:5]1[N:10]=[CH:9][C:8]([C:11]2[CH2:16][CH2:15][CH:14]([O:17][CH2:18][CH:19]3[CH2:24][CH2:23][N:22]([C:25]([O:27][C:28]([CH3:31])([CH3:30])[CH3:29])=[O:26])[CH2:21][CH2:20]3)[CH2:13][CH:12]=2)=[CH:7][CH:6]=1)(=[O:4])=[O:3]. (4) Given the product [NH:25]([CH2:2][N:1]1[C:12](=[O:13])[C:11]2[N:10]([C:14](=[O:27])[CH3:15])[CH:9]=[N:8][C:7]=2[N:5]([CH3:6])[C:3]1=[O:4])[C:24]([NH2:26])=[NH:23], predict the reactants needed to synthesize it. The reactants are: [N:1]1([C:12](=[O:13])[C:11]2[N:10]([CH2:14][C:15](O)=O)[CH:9]=[N:8][C:7]=2[N:5]([CH3:6])[C:3]1=[O:4])[CH3:2].S(Cl)(Cl)=O.Cl.[NH2:23][C:24]([NH2:26])=[NH:25].[OH-:27].[Na+]. (5) Given the product [C:24]1([NH:23][C:17]([C:16]2[C:11]3[N:12]([CH:20]=[C:9]([C:5]4[CH:6]=[CH:7][CH:8]=[C:3]([C:2]([F:22])([F:21])[F:1])[CH:4]=4)[N:10]=3)[CH:13]=[CH:14][CH:15]=2)=[O:18])[CH:29]=[CH:28][CH:27]=[CH:26][CH:25]=1, predict the reactants needed to synthesize it. The reactants are: [F:1][C:2]([F:22])([F:21])[C:3]1[CH:4]=[C:5]([C:9]2[N:10]=[C:11]3[C:16]([C:17](O)=[O:18])=[CH:15][CH:14]=[CH:13][N:12]3[CH:20]=2)[CH:6]=[CH:7][CH:8]=1.[NH2:23][C:24]1[CH:29]=[CH:28][CH:27]=[CH:26][CH:25]=1.CN(C(ON1N=NC2C=CC=NC1=2)=[N+](C)C)C.F[P-](F)(F)(F)(F)F.CCN(C(C)C)C(C)C.C([O-])(O)=O.[Na+].